From a dataset of Full USPTO retrosynthesis dataset with 1.9M reactions from patents (1976-2016). Predict the reactants needed to synthesize the given product. (1) Given the product [CH3:1][O:2][C:3]1[CH:4]=[CH:5][C:6]([C:12]([NH2:14])=[O:13])=[CH:7][C:8]=1[C:9]([NH:20][C:19]1[CH:21]=[C:22]([C:24]([F:26])([F:27])[F:25])[CH:23]=[C:17]([O:16][CH3:15])[CH:18]=1)=[O:11], predict the reactants needed to synthesize it. The reactants are: [CH3:1][O:2][C:3]1[C:8]([C:9]([OH:11])=O)=[CH:7][C:6]([C:12]([NH2:14])=[O:13])=[CH:5][CH:4]=1.[CH3:15][O:16][C:17]1[CH:18]=[C:19]([CH:21]=[C:22]([C:24]([F:27])([F:26])[F:25])[CH:23]=1)[NH2:20]. (2) Given the product [OH:1][C:2]1[CH:7]=[C:6]([CH3:8])[N:5]=[CH:4][C:3]=1[C:9]([O:11][CH3:17])=[O:10], predict the reactants needed to synthesize it. The reactants are: [OH:1][C:2]1[CH:7]=[C:6]([CH3:8])[N:5]=[CH:4][C:3]=1[C:9]([OH:11])=[O:10].O=S(Cl)Cl.Cl[CH2:17]Cl. (3) Given the product [C:13]([O:16][CH:17]1[CH:22]([N:23]([CH3:24])[CH3:25])[CH2:21][CH:20]([CH3:26])[O:19][CH:18]1[O:12][CH2:1][CH2:2][CH2:3][CH2:4][CH2:5][CH2:6][CH2:7][CH2:8][CH2:9][C:10]#[CH:11])(=[O:15])[CH3:14], predict the reactants needed to synthesize it. The reactants are: [CH2:1]([OH:12])[CH2:2][CH2:3][CH2:4][CH2:5][CH2:6][CH2:7][CH2:8][CH2:9][C:10]#[CH:11].[C:13]([O:16][CH:17]1[CH:22]([N:23]([CH3:25])[CH3:24])[CH2:21][CH:20]([CH3:26])[O:19][CH:18]1F)(=[O:15])[CH3:14].B(F)(F)F.CCOCC. (4) Given the product [NH2:1][CH:2]([CH2:3][C:4]1[CH:5]=[CH:6][C:7]([O:10][CH2:23][CH2:24][C:25]2[CH:30]=[CH:29][C:28]([CH2:31][CH3:32])=[CH:27][N:26]=2)=[CH:8][CH:9]=1)[C:11]([OH:13])=[O:12], predict the reactants needed to synthesize it. The reactants are: [NH2:1][C@H:2]([C:11]([OH:13])=[O:12])[CH2:3][C:4]1[CH:9]=[CH:8][C:7]([OH:10])=[CH:6][CH:5]=1.CS(C)=O.CS(O[CH2:23][CH2:24][C:25]1[CH:30]=[CH:29][C:28]([CH2:31][CH3:32])=[CH:27][N:26]=1)(=O)=O. (5) Given the product [F:21][C:18]1[CH:17]=[CH:16][C:15]([CH:14]([C:22]2[CH:27]=[CH:26][C:25]([F:28])=[CH:24][CH:23]=2)[N:4]2[CH:5]=[CH:6][CH:7]=[C:8]([C:9]([O:11][CH3:12])=[O:10])[C:3]2=[O:2])=[CH:20][CH:19]=1, predict the reactants needed to synthesize it. The reactants are: Cl.[O:2]=[C:3]1[C:8]([C:9]([O:11][CH3:12])=[O:10])=[CH:7][CH:6]=[CH:5][NH:4]1.Br[CH:14]([C:22]1[CH:27]=[CH:26][C:25]([F:28])=[CH:24][CH:23]=1)[C:15]1[CH:20]=[CH:19][C:18]([F:21])=[CH:17][CH:16]=1.[H-].[Na+].